Dataset: Full USPTO retrosynthesis dataset with 1.9M reactions from patents (1976-2016). Task: Predict the reactants needed to synthesize the given product. (1) Given the product [Li+:24].[F:20][C:18]([F:19])([F:21])[C:15]1[CH:16]=[CH:17][C:12]([N:9]2[CH2:10][CH2:11][CH:6]([CH2:5][CH2:4][C:3]([O-:22])=[O:2])[CH2:7][CH2:8]2)=[CH:13][CH:14]=1, predict the reactants needed to synthesize it. The reactants are: C[O:2][C:3](=[O:22])[CH2:4][CH2:5][CH:6]1[CH2:11][CH2:10][N:9]([C:12]2[CH:17]=[CH:16][C:15]([C:18]([F:21])([F:20])[F:19])=[CH:14][CH:13]=2)[CH2:8][CH2:7]1.[OH-].[Li+:24].O1CCCC1. (2) Given the product [Cl:13][C:4]1[CH:3]=[C:2]([NH:17][CH:14]([CH3:16])[CH3:15])[C:7]([CH:8]=[O:10])=[CH:6][N:5]=1, predict the reactants needed to synthesize it. The reactants are: Cl[C:2]1[C:7]([C:8]([O:10]CC)=O)=[CH:6][N:5]=[C:4]([Cl:13])[CH:3]=1.[CH:14]([NH2:17])([CH3:16])[CH3:15]. (3) The reactants are: [CH3:1][C@H:2]([CH2:22][CH:23]=[CH2:24])[C:3]([O:5][CH2:6][C@H:7]([NH:14][C:15](=[O:21])[C@@H:16]([CH3:20])[CH2:17]C=C)[C:8]1[CH:13]=[CH:12][CH:11]=[CH:10][CH:9]=1)=[O:4]. Given the product [CH3:20][C@H:16]1[CH2:17][CH:24]=[CH:23][CH2:22][C@@H:2]([CH3:1])[C:3](=[O:4])[O:5][CH2:6][C@@H:7]([C:8]2[CH:9]=[CH:10][CH:11]=[CH:12][CH:13]=2)[NH:14][C:15]1=[O:21], predict the reactants needed to synthesize it. (4) Given the product [Cl:1][C:2]1[CH:10]=[CH:9][CH:8]=[C:7]2[C:3]=1[C:4]([C:25]([NH:26][CH2:27][CH:28]1[CH2:33][CH2:32][C:31]([F:34])([F:35])[CH2:30][CH2:29]1)=[O:36])=[CH:5][N:6]2[CH2:11][CH:12]1[CH2:17][O:16][CH2:15][CH2:14][NH:13]1, predict the reactants needed to synthesize it. The reactants are: [Cl:1][C:2]1[CH:10]=[CH:9][CH:8]=[C:7]2[C:3]=1[C:4]([C:25](=[O:36])[NH:26][CH2:27][CH:28]1[CH2:33][CH2:32][C:31]([F:35])([F:34])[CH2:30][CH2:29]1)=[CH:5][N:6]2[CH2:11][CH:12]1[CH2:17][O:16][CH2:15][CH2:14][N:13]1C(OC(C)(C)C)=O.C(O)(C(F)(F)F)=O. (5) Given the product [C:15]1([C@H:13]([N:9]2[CH2:10][CH2:11][O:12][C@H:7]([C@H:6]([C:21]3[CH:26]=[CH:25][CH:24]=[CH:23][CH:22]=3)[S:41][C:36]3[CH:37]=[CH:38][CH:39]=[CH:40][C:35]=3[C:34]([F:33])([F:42])[F:43])[CH2:8]2)[CH3:14])[CH:16]=[CH:17][CH:18]=[CH:19][CH:20]=1, predict the reactants needed to synthesize it. The reactants are: CS(O[C@H:6]([C:21]1[CH:26]=[CH:25][CH:24]=[CH:23][CH:22]=1)[C@H:7]1[O:12][CH2:11][CH2:10][N:9]([C@@H:13]([C:15]2[CH:20]=[CH:19][CH:18]=[CH:17][CH:16]=2)[CH3:14])[CH2:8]1)(=O)=O.C(=O)([O-])[O-].[K+].[K+].[F:33][C:34]([F:43])([F:42])[C:35]1[CH:40]=[CH:39][CH:38]=[CH:37][C:36]=1[SH:41]. (6) The reactants are: Cl.[NH2:2][OH:3].[F:4][C:5]1[C:10]([O:11][CH3:12])=[CH:9][C:8]([O:13][CH3:14])=[C:7]([F:15])[C:6]=1[N:16]1[CH2:21][C:20]2[CH:22]=[N:23][C:24]([CH:26]=O)=[CH:25][C:19]=2[N:18]([CH2:28][CH3:29])[C:17]1=[O:30].C(=O)([O-])[O-].[K+].[K+]. Given the product [F:4][C:5]1[C:10]([O:11][CH3:12])=[CH:9][C:8]([O:13][CH3:14])=[C:7]([F:15])[C:6]=1[N:16]1[CH2:21][C:20]2[CH:22]=[N:23][C:24](/[CH:26]=[N:2]/[OH:3])=[CH:25][C:19]=2[N:18]([CH2:28][CH3:29])[C:17]1=[O:30], predict the reactants needed to synthesize it. (7) Given the product [NH2:1][C:4]1[CH:5]=[CH:6][C:7]([CH2:8][N:9]2[CH2:14][CH2:13][N:12]([C:15]([O:17][C:18]([CH3:19])([CH3:21])[CH3:20])=[O:16])[CH2:11][CH2:10]2)=[CH:22][CH:23]=1, predict the reactants needed to synthesize it. The reactants are: [N+:1]([C:4]1[CH:23]=[CH:22][C:7]([CH2:8][N:9]2[CH2:14][CH2:13][N:12]([C:15]([O:17][C:18]([CH3:21])([CH3:20])[CH3:19])=[O:16])[CH2:11][CH2:10]2)=[CH:6][CH:5]=1)([O-])=O. (8) Given the product [Br:3][C:4]1[CH:5]=[CH:6][C:7]([O:22][CH2:23][C:24]2[CH:29]=[CH:28][CH:27]=[CH:26][C:25]=2[C:30]#[N:31])=[C:8]([CH:21]=1)[C:9]([OH:11])=[O:10], predict the reactants needed to synthesize it. The reactants are: [OH-].[Li+].[Br:3][C:4]1[CH:5]=[CH:6][C:7]([O:22][CH2:23][C:24]2[CH:29]=[CH:28][CH:27]=[CH:26][C:25]=2[C:30]#[N:31])=[C:8]([CH:21]=1)[C:9]([O:11]CC1C=CC=CC=1C#N)=[O:10]. (9) Given the product [CH3:1][O:2][C:3](=[O:29])[CH2:4][C@H:5]1[C:9]2[CH:10]=[CH:11][C:12]([O:14][C@H:15]3[C:23]4[C:18](=[C:19]([CH2:37][N:33]5[CH2:34][CH2:35][CH2:36][O:30][CH2:31][CH2:32]5)[C:20]([C:24]([F:27])([F:26])[F:25])=[CH:21][CH:22]=4)[CH2:17][CH2:16]3)=[CH:13][C:8]=2[O:7][CH2:6]1, predict the reactants needed to synthesize it. The reactants are: [CH3:1][O:2][C:3](=[O:29])[CH2:4][C@H:5]1[C:9]2[CH:10]=[CH:11][C:12]([O:14][C@H:15]3[C:23]4[C:18](=[C:19](Br)[C:20]([C:24]([F:27])([F:26])[F:25])=[CH:21][CH:22]=4)[CH2:17][CH2:16]3)=[CH:13][C:8]=2[O:7][CH2:6]1.[O:30]1[CH2:36][CH2:35][CH2:34][NH+:33]([CH2:37][B-](F)(F)F)[CH2:32][CH2:31]1.